From a dataset of Catalyst prediction with 721,799 reactions and 888 catalyst types from USPTO. Predict which catalyst facilitates the given reaction. (1) Reactant: [CH3:1][C:2]1[C:7]([CH3:8])=[CH:6][CH:5]=[CH:4][C:3]=1[N:9]1[C:17](=[O:18])[C:16]2[C@@H:15]3[C:19]([CH3:21])([CH3:20])[C@@:12]([CH3:22])([CH2:13][CH2:14]3)[C:11]=2[NH:10]1.IC.[C:25](=O)(O)[O-].[Na+]. Product: [CH3:1][C:2]1[C:7]([CH3:8])=[CH:6][CH:5]=[CH:4][C:3]=1[N:9]1[C:17](=[O:18])[C:16]2[C@@H:15]3[C:19]([CH3:21])([CH3:20])[C@@:12]([CH3:22])([CH2:13][CH2:14]3)[C:11]=2[N:10]1[CH3:25]. The catalyst class is: 9. (2) Reactant: [NH2:1][C:2]1[CH:7]=[CH:6][C:5]([OH:8])=[C:4]([CH3:9])[CH:3]=1.C([O-])([O-])=O.[Cs+].[Cs+].Cl[C:17]1[C:22]([C:23]2[CH:28]=[CH:27][N:26]=[C:25]([NH:29][CH3:30])[N:24]=2)=[CH:21][CH:20]=[CH:19][N:18]=1. Product: [NH2:1][C:2]1[CH:7]=[CH:6][C:5]([O:8][C:17]2[C:22]([C:23]3[CH:28]=[CH:27][N:26]=[C:25]([NH:29][CH3:30])[N:24]=3)=[CH:21][CH:20]=[CH:19][N:18]=2)=[C:4]([CH3:9])[CH:3]=1. The catalyst class is: 37. (3) Reactant: Cl.[F:2][C:3]1[CH:8]=[CH:7][C:6]([NH:9][CH:10]([C:14]2[CH:19]=[CH:18][CH:17]=[CH:16][CH:15]=2)[C:11]([OH:13])=[O:12])=[CH:5][CH:4]=1.[N:20]12[CH2:27][CH2:26][CH:23]([CH2:24][CH2:25]1)[C@@H:22](O)[CH2:21]2.C1C=CC2N(O)N=NC=2C=1.C1CCC(N=C=NC2CCCCC2)CC1. Product: [F:2][C:3]1[CH:8]=[CH:7][C:6]([NH:9][CH:10]([C:14]2[CH:15]=[CH:16][CH:17]=[CH:18][CH:19]=2)[C:11]([O:13][C@@H:22]2[CH:23]3[CH2:26][CH2:27][N:20]([CH2:25][CH2:24]3)[CH2:21]2)=[O:12])=[CH:5][CH:4]=1. The catalyst class is: 1. (4) Reactant: [F:1][C:2]1[CH:3]=[C:4]([CH2:8][NH:9][C:10]([C:12]2[C:13]([CH2:27][O:28]C)=[N:14][C:15]3[C:20]([C:21]=2[CH3:22])=[CH:19][CH:18]=[C:17]([C:23]([F:26])([F:25])[F:24])[CH:16]=3)=[O:11])[CH:5]=[CH:6][CH:7]=1.B(Br)(Br)Br.CCOC(C)=O.CCCCCC.CCOC(C)=O.C(Cl)Cl. Product: [F:1][C:2]1[CH:3]=[C:4]([CH2:8][NH:9][C:10]([C:12]2[C:13]([CH2:27][OH:28])=[N:14][C:15]3[C:20]([C:21]=2[CH3:22])=[CH:19][CH:18]=[C:17]([C:23]([F:24])([F:25])[F:26])[CH:16]=3)=[O:11])[CH:5]=[CH:6][CH:7]=1. The catalyst class is: 2. (5) Reactant: C(#N)C.Cl.[Cl:5][C:6]1[CH:11]=[CH:10][C:9]([NH:12][NH2:13])=[CH:8][CH:7]=1.C(N(CC)CC)C.[CH3:21][CH2:22][O:23][C:24]([C:26]([CH2:28][C:29]([CH3:31])=O)=O)=[O:25]. Product: [CH2:22]([O:23][C:24]([C:26]1[CH:28]=[C:29]([CH3:31])[N:12]([C:9]2[CH:10]=[CH:11][C:6]([Cl:5])=[CH:7][CH:8]=2)[N:13]=1)=[O:25])[CH3:21]. The catalyst class is: 4.